From a dataset of Peptide-MHC class I binding affinity with 185,985 pairs from IEDB/IMGT. Regression. Given a peptide amino acid sequence and an MHC pseudo amino acid sequence, predict their binding affinity value. This is MHC class I binding data. The peptide sequence is MTVDEVEDY. The MHC is HLA-B39:01 with pseudo-sequence HLA-B39:01. The binding affinity (normalized) is 0.0847.